From a dataset of Reaction yield outcomes from USPTO patents with 853,638 reactions. Predict the reaction yield, written as a fraction of the theoretical maximum amount of product (1.0 means a 100% yield; for example, 0.34 means a 34% yield). (1) The reactants are Br[CH2:2][C:3]([O:5][C:6]([CH3:9])([CH3:8])[CH3:7])=[O:4].[Br:10][C:11]1[CH:16]=[C:15]([CH3:17])[C:14]([S:18]([N:21]2[CH2:26][CH2:25][CH2:24][CH2:23][CH:22]2[CH2:27][OH:28])(=[O:20])=[O:19])=[C:13]([CH3:29])[CH:12]=1.CCOC(C)=O.CCCCCC. The catalyst is S([O-])(O)(=O)=O.C([N+](CCCC)(CCCC)CCCC)CCC.C(OCC)(=O)C. The product is [Br:10][C:11]1[CH:16]=[C:15]([CH3:17])[C:14]([S:18]([N:21]2[CH2:26][CH2:25][CH2:24][CH2:23][CH:22]2[CH2:27][O:28][CH2:2][C:3]([O:5][C:6]([CH3:9])([CH3:8])[CH3:7])=[O:4])(=[O:19])=[O:20])=[C:13]([CH3:29])[CH:12]=1. The yield is 0.782. (2) The reactants are [CH:1]1[C:9]2[C:8]3[CH:10]=[CH:11][CH:12]=[CH:13][C:7]=3[O:6][C:5]=2[C:4]([OH:14])=[CH:3][CH:2]=1.[H-].[Na+].[CH:17]1([CH2:20]Br)[CH2:19][CH2:18]1. The product is [CH:17]1([CH2:20][O:14][C:4]2[C:5]3[O:6][C:7]4[CH:13]=[CH:12][CH:11]=[CH:10][C:8]=4[C:9]=3[CH:1]=[CH:2][CH:3]=2)[CH2:19][CH2:18]1. The catalyst is CN(C=O)C. The yield is 0.900. (3) The reactants are [CH2:1]([O:4][C:5]1([CH3:18])[CH2:10][CH2:9][N:8](C(OC(C)(C)C)=O)[CH2:7][CH2:6]1)[CH:2]=[CH2:3].[ClH:19].O1CCOCC1. No catalyst specified. The product is [ClH:19].[CH2:1]([O:4][C:5]1([CH3:18])[CH2:6][CH2:7][NH:8][CH2:9][CH2:10]1)[CH:2]=[CH2:3]. The yield is 0.950. (4) The reactants are [CH3:1][O:2][C:3](=[O:21])[C:4]1[CH:9]=[CH:8][CH:7]=[CH:6][C:5]=1[NH:10][S:11]([C:14]1[CH:19]=[CH:18][C:17]([CH3:20])=[CH:16][CH:15]=1)(=[O:13])=[O:12].C(=O)([O-])[O-].[K+].[K+].Br[CH2:29][CH2:30][CH2:31][C:32]([O:34][CH2:35][CH3:36])=[O:33]. The catalyst is CN(C=O)C. The product is [CH3:1][O:2][C:3](=[O:21])[C:4]1[CH:9]=[CH:8][CH:7]=[CH:6][C:5]=1[N:10]([CH2:29][CH2:30][CH2:31][C:32]([O:34][CH2:35][CH3:36])=[O:33])[S:11]([C:14]1[CH:15]=[CH:16][C:17]([CH3:20])=[CH:18][CH:19]=1)(=[O:13])=[O:12]. The yield is 0.720. (5) The reactants are Br[C:2]1[CH:7]=[CH:6][C:5]([CH2:8][N:9]2[CH2:13][CH2:12][CH2:11][S:10]2(=[O:15])=[O:14])=[CH:4][CH:3]=1.[F:16][C:17]([F:28])([F:27])[C:18]1[C:26]2[CH2:25][CH2:24][CH2:23][CH2:22][C:21]=2[NH:20][N:19]=1.CN(C)CC(O)=O.C(=O)([O-])[O-].[K+].[K+]. The catalyst is CS(C)=O.[Cu]I. The product is [O:14]=[S:10]1(=[O:15])[CH2:11][CH2:12][CH2:13][N:9]1[CH2:8][C:5]1[CH:6]=[CH:7][C:2]([N:20]2[C:21]3[CH2:22][CH2:23][CH2:24][CH2:25][C:26]=3[C:18]([C:17]([F:16])([F:28])[F:27])=[N:19]2)=[CH:3][CH:4]=1. The yield is 0.260.